Dataset: NCI-60 drug combinations with 297,098 pairs across 59 cell lines. Task: Regression. Given two drug SMILES strings and cell line genomic features, predict the synergy score measuring deviation from expected non-interaction effect. (1) Drug 1: CC1=CC=C(C=C1)C2=CC(=NN2C3=CC=C(C=C3)S(=O)(=O)N)C(F)(F)F. Drug 2: CC1=C(N=C(N=C1N)C(CC(=O)N)NCC(C(=O)N)N)C(=O)NC(C(C2=CN=CN2)OC3C(C(C(C(O3)CO)O)O)OC4C(C(C(C(O4)CO)O)OC(=O)N)O)C(=O)NC(C)C(C(C)C(=O)NC(C(C)O)C(=O)NCCC5=NC(=CS5)C6=NC(=CS6)C(=O)NCCC[S+](C)C)O. Cell line: EKVX. Synergy scores: CSS=-1.70, Synergy_ZIP=5.16, Synergy_Bliss=7.94, Synergy_Loewe=-7.67, Synergy_HSA=-3.85. (2) Drug 1: C1=CN(C=N1)CC(O)(P(=O)(O)O)P(=O)(O)O. Drug 2: B(C(CC(C)C)NC(=O)C(CC1=CC=CC=C1)NC(=O)C2=NC=CN=C2)(O)O. Cell line: SNB-19. Synergy scores: CSS=58.6, Synergy_ZIP=2.36, Synergy_Bliss=1.22, Synergy_Loewe=-24.4, Synergy_HSA=-1.52. (3) Drug 1: C1=CC=C(C=C1)NC(=O)CCCCCCC(=O)NO. Drug 2: N.N.Cl[Pt+2]Cl. Cell line: UACC-257. Synergy scores: CSS=31.5, Synergy_ZIP=-10.1, Synergy_Bliss=0.392, Synergy_Loewe=-0.779, Synergy_HSA=2.47.